From a dataset of Reaction yield outcomes from USPTO patents with 853,638 reactions. Predict the reaction yield, written as a fraction of the theoretical maximum amount of product (1.0 means a 100% yield; for example, 0.34 means a 34% yield). (1) The reactants are [CH2:1]([Sn:9](=[O:18])[CH2:10][CH2:11][CH2:12][CH2:13][CH2:14][CH2:15][CH2:16][CH3:17])[CH2:2][CH2:3][CH2:4][CH2:5][CH2:6][CH2:7][CH3:8].[CH2:19]([CH:21]([CH2:24][CH3:25])[CH2:22][OH:23])[CH3:20]. No catalyst specified. The product is [CH2:1]([Sn:9]([CH2:10][CH2:11][CH2:12][CH2:13][CH2:14][CH2:15][CH2:16][CH3:17])([O:23][CH2:22][CH:21]([CH2:24][CH3:25])[CH2:19][CH3:20])[O:18][Sn:9]([CH2:10][CH2:11][CH2:12][CH2:13][CH2:14][CH2:15][CH2:16][CH3:17])([CH2:1][CH2:2][CH2:3][CH2:4][CH2:5][CH2:6][CH2:7][CH3:8])[O:23][CH2:22][CH:21]([CH2:24][CH3:25])[CH2:19][CH3:20])[CH2:2][CH2:3][CH2:4][CH2:5][CH2:6][CH2:7][CH3:8]. The yield is 0.990. (2) The reactants are N([O-])=O.[Na+].N[C:6]1[S:7][C:8]2[CH:14]=[C:13]([N+:15]([O-:17])=[O:16])[CH:12]=[CH:11][C:9]=2[N:10]=1.[Na+].[Cl-:19]. The catalyst is O.OP(O)(O)=O.[O-]S([O-])(=O)=O.[Cu+2]. The product is [Cl:19][C:6]1[S:7][C:8]2[CH:14]=[C:13]([N+:15]([O-:17])=[O:16])[CH:12]=[CH:11][C:9]=2[N:10]=1. The yield is 0.950. (3) The reactants are [Br:1][C:2]1[CH:7]=[CH:6][C:5]([CH:8]([OH:15])[CH2:9][NH:10][C:11](=[O:14])[CH2:12]Cl)=[CH:4][CH:3]=1.CC(C)([O-])C.[K+]. The catalyst is C1COCC1. The product is [Br:1][C:2]1[CH:7]=[CH:6][C:5]([CH:8]2[CH2:9][NH:10][C:11](=[O:14])[CH2:12][O:15]2)=[CH:4][CH:3]=1. The yield is 0.920. (4) The reactants are [N:1]1[CH:6]=[CH:5][C:4]([NH:7][C:8](=[O:13])[C:9]([CH3:12])([CH3:11])[CH3:10])=[CH:3][CH:2]=1.CN(C)[CH:16]=[O:17].Cl.C([O-])([O-])=O.[K+].[K+]. The catalyst is O1CCCC1.CCCCCC. The product is [CH:16]([C:3]1[CH:2]=[N:1][CH:6]=[CH:5][C:4]=1[NH:7][C:8](=[O:13])[C:9]([CH3:10])([CH3:12])[CH3:11])=[O:17]. The yield is 0.590. (5) The yield is 0.950. The product is [CH3:4][C:3]1([CH3:5])[CH2:2][O:1][C:7](=[N:9][C:10]2[CH:15]=[CH:14][C:13]([N+:16]([O-:18])=[O:17])=[CH:12][CH:11]=2)[NH:6]1. The reactants are [OH:1][CH2:2][C:3]([NH:6][C:7]([NH:9][C:10]1[CH:15]=[CH:14][C:13]([N+:16]([O-:18])=[O:17])=[CH:12][CH:11]=1)=S)([CH3:5])[CH3:4].[OH-].[Na+].C1(C)C=CC(S(Cl)(=O)=O)=CC=1. The catalyst is C1COCC1.O. (6) The reactants are [CH3:1][O:2][C:3](=[O:41])[NH:4][C@@H:5]([CH:38]([CH3:40])[CH3:39])[C:6]([N:8]1[CH2:12][C@@H:11]([O:13][CH2:14][CH3:15])[CH2:10][C@H:9]1[C:16]1[NH:20][C:19]2[C:21]3[C:26]([CH:27]=[CH:28][C:18]=2[N:17]=1)=[CH:25][C:24]1[C:29]2[C:34]([CH2:35][O:36][C:23]=1[CH:22]=3)=[CH:33][C:32](Cl)=[CH:31][CH:30]=2)=[O:7].[CH3:42][C:43]1([CH3:59])[C:47]([CH3:49])([CH3:48])[O:46][B:45]([B:45]2[O:46][C:47]([CH3:49])([CH3:48])[C:43]([CH3:59])([CH3:42])[O:44]2)[O:44]1.C([O-])(=O)C.[K+].C1(P(C2CCCCC2)C2C=CC=CC=2C2C(C(C)C)=CC(C(C)C)=CC=2C(C)C)CCCCC1. The catalyst is O1CCOCC1.C1C=CC(/C=C/C(/C=C/C2C=CC=CC=2)=O)=CC=1.C1C=CC(/C=C/C(/C=C/C2C=CC=CC=2)=O)=CC=1.[Pd]. The product is [CH3:1][O:2][C:3](=[O:41])[NH:4][C@@H:5]([CH:38]([CH3:40])[CH3:39])[C:6]([N:8]1[CH2:12][C@@H:11]([O:13][CH2:14][CH3:15])[CH2:10][C@H:9]1[C:16]1[NH:20][C:19]2[C:21]3[C:26]([CH:27]=[CH:28][C:18]=2[N:17]=1)=[CH:25][C:24]1[C:29]2[C:34]([CH2:35][O:36][C:23]=1[CH:22]=3)=[CH:33][C:32]([B:45]1[O:46][C:47]([CH3:49])([CH3:48])[C:43]([CH3:59])([CH3:42])[O:44]1)=[CH:31][CH:30]=2)=[O:7]. The yield is 0.730.